This data is from Reaction yield outcomes from USPTO patents with 853,638 reactions. The task is: Predict the reaction yield, written as a fraction of the theoretical maximum amount of product (1.0 means a 100% yield; for example, 0.34 means a 34% yield). (1) The reactants are [Br:1][C:2]1[C:3]([F:12])=[C:4]2[C:10]([NH2:11])=[CH:9][NH:8][C:5]2=[N:6][CH:7]=1.[C:18]([O:16][CH2:17][C:18]([OH:16])=[O:19])(=[O:19])[CH3:17].C1N(P(Cl)(N2C(=O)OCC2)=O)C(=O)OC1.C(N(CC)CC)C.[Li+].[OH-]. The catalyst is C(Cl)Cl.CC#N.O.O. The product is [Br:1][C:2]1[C:3]([F:12])=[C:4]2[C:10]([NH:11][C:17](=[O:16])[CH2:18][OH:19])=[CH:9][NH:8][C:5]2=[N:6][CH:7]=1. The yield is 0.530. (2) The reactants are C[O:2][C:3]1[CH:12]=[CH:11][CH:10]=[C:9]2[C:4]=1[CH2:5][CH2:6][C@H:7]([N:13]([CH2:21][CH2:22][CH3:23])[CH2:14][CH2:15][C:16]1[S:17][CH:18]=[CH:19][CH:20]=1)[CH2:8]2.B(Br)(Br)Br.C(=O)(O)[O-].[Na+]. The catalyst is ClCCl. The product is [CH3:23][CH2:22][CH2:21][N:13]([C@@H:7]1[CH2:8][C:9]2[CH:10]=[CH:11][CH:12]=[C:3]([OH:2])[C:4]=2[CH2:5][CH2:6]1)[CH2:14][CH2:15][C:16]1[S:17][CH:18]=[CH:19][CH:20]=1. The yield is 1.00. (3) The reactants are [CH2:1]([O:3][C:4]([CH2:6][CH:7]([CH2:11][CH:12]([CH3:14])[CH3:13])[C:8]([OH:10])=O)=[O:5])[CH3:2].[CH3:15][O:16][C:17]1[CH:18]=[C:19]([C:23]2[CH:28]=[CH:27][C:26]([CH2:29][NH2:30])=[CH:25][CH:24]=2)[CH:20]=[CH:21][CH:22]=1.C1C=CC2N(O)N=NC=2C=1.C(Cl)CCl.CN1CCOCC1. No catalyst specified. The product is [CH3:15][O:16][C:17]1[CH:18]=[C:19]([C:23]2[CH:28]=[CH:27][C:26]([CH2:29][NH:30][C:8]([CH:7]([CH2:11][CH:12]([CH3:14])[CH3:13])[CH2:6][C:4]([O:3][CH2:1][CH3:2])=[O:5])=[O:10])=[CH:25][CH:24]=2)[CH:20]=[CH:21][CH:22]=1. The yield is 0.630. (4) The yield is 0.800. The reactants are [Br:1][C:2]1[CH:3]=[CH:4][C:5]([Cl:10])=[C:6]([NH:8][NH2:9])[CH:7]=1.[C:11](Cl)(=[O:14])[O:12][CH3:13].CCN(CC)CC. The product is [Br:1][C:2]1[CH:3]=[CH:4][C:5]([Cl:10])=[C:6]([NH:8][NH:9][C:11]([O:12][CH3:13])=[O:14])[CH:7]=1. The catalyst is C1COCC1. (5) The reactants are [C:1]([C:3]1([C:6]2[CH:7]=[C:8]([CH:13]=[CH:14][CH:15]=2)[C:9]([O:11]C)=[O:10])[CH2:5][CH2:4]1)#[N:2].[OH-].[Li+].CO.O. The catalyst is O1CCCC1. The product is [C:1]([C:3]1([C:6]2[CH:7]=[C:8]([CH:13]=[CH:14][CH:15]=2)[C:9]([OH:11])=[O:10])[CH2:4][CH2:5]1)#[N:2]. The yield is 0.610. (6) The reactants are [H-].[Na+].CI.CN(C=O)C.[C:10]([O:14][C:15](=[O:32])[NH:16][C:17]1[CH:22]=[CH:21][C:20]([B:23]2[O:27][C:26]([CH3:29])([CH3:28])[C:25]([CH3:31])([CH3:30])[O:24]2)=[CH:19][CH:18]=1)(C)(C)C. The catalyst is O.C(OCC)(=O)C. The product is [CH3:10][O:14][C:15](=[O:32])[NH:16][C:17]1[CH:18]=[CH:19][C:20]([B:23]2[O:24][C:25]([CH3:30])([CH3:31])[C:26]([CH3:29])([CH3:28])[O:27]2)=[CH:21][CH:22]=1. The yield is 0.700. (7) The reactants are [CH2:1]([C:8]1[C:20](=[O:21])[N:19]([CH:22]2[CH2:26][CH2:25][CH2:24][CH2:23]2)[C:11]2[N:12]=[C:13](S(C)=O)[N:14]=[CH:15][C:10]=2[CH:9]=1)[C:2]1[CH:7]=[CH:6][CH:5]=[CH:4][CH:3]=1.[NH2:27][CH2:28][CH2:29][C:30]([OH:32])=[O:31].C(N(C(C)C)CC)(C)C. The catalyst is C(#N)C. The product is [CH2:1]([C:8]1[C:20](=[O:21])[N:19]([CH:22]2[CH2:26][CH2:25][CH2:24][CH2:23]2)[C:11]2[N:12]=[C:13]([NH:27][CH2:28][CH2:29][C:30]([OH:32])=[O:31])[N:14]=[CH:15][C:10]=2[CH:9]=1)[C:2]1[CH:7]=[CH:6][CH:5]=[CH:4][CH:3]=1. The yield is 0.446. (8) The reactants are [C:1]([O:5][C:6]([NH:8][CH2:9][CH:10]([OH:13])[CH2:11]O)=[O:7])([CH3:4])([CH3:3])[CH3:2].N1C=CN=C1.C1(P(C2C=CC=CC=2)C2C=CC=CC=2)C=CC=CC=1.[I:38]I.S([O-])([O-])=O.[Na+].[Na+]. The catalyst is C1(C)C=CC=CC=1. The product is [C:1]([O:5][C:6]([NH:8][CH2:9][CH:10]([OH:13])[CH2:11][I:38])=[O:7])([CH3:4])([CH3:3])[CH3:2]. The yield is 0.410. (9) The reactants are Br[C:2]1[CH:7]=[CH:6][C:5]([CH:8]2[O:13][CH2:12][CH2:11]C[O:9]2)=[CH:4][CH:3]=1.C([Li])CCC.[CH2:19]([S:26][S:26][CH2:19][C:20]1[CH:25]=[CH:24][CH:23]=[CH:22][CH:21]=1)[C:20]1[CH:25]=[CH:24][CH:23]=[CH:22][CH:21]=1. The catalyst is O1CCCC1. The product is [CH2:19]([S:26][C:2]1[CH:3]=[CH:4][C:5]([CH:8]2[O:9][CH2:11][CH2:12][O:13]2)=[CH:6][CH:7]=1)[C:20]1[CH:25]=[CH:24][CH:23]=[CH:22][CH:21]=1. The yield is 0.180.